Dataset: Reaction yield outcomes from USPTO patents with 853,638 reactions. Task: Predict the reaction yield, written as a fraction of the theoretical maximum amount of product (1.0 means a 100% yield; for example, 0.34 means a 34% yield). (1) The reactants are Br[C:2]1[CH:7]=[C:6]([C:8]2[N:13]=[CH:12][CH:11]=[CH:10][N:9]=2)[C:5]([NH2:14])=[C:4]([N+:15]([O-:17])=[O:16])[CH:3]=1.[B:18]1([B:18]2[O:22][C:21]([CH3:24])([CH3:23])[C:20]([CH3:26])([CH3:25])[O:19]2)[O:22][C:21]([CH3:24])([CH3:23])[C:20]([CH3:26])([CH3:25])[O:19]1.CC([O-])=O.[K+]. The catalyst is O1CCOCC1. The product is [N+:15]([C:4]1[CH:3]=[C:2]([B:18]2[O:22][C:21]([CH3:24])([CH3:23])[C:20]([CH3:26])([CH3:25])[O:19]2)[CH:7]=[C:6]([C:8]2[N:13]=[CH:12][CH:11]=[CH:10][N:9]=2)[C:5]=1[NH2:14])([O-:17])=[O:16]. The yield is 0.980. (2) The reactants are Cl.[CH2:2]([C:4]1[S:24][C:7]2[N:8]=[C:9]([S:18][CH2:19][C:20]([O:22][CH3:23])=[O:21])[N:10]=[C:11]([N:12]3[CH2:17][CH2:16][NH:15][CH2:14][CH2:13]3)[C:6]=2[CH:5]=1)[CH3:3].C(N(C(C)C)CC)(C)C.[CH:34]1([CH2:39][CH2:40][C:41](Cl)=[O:42])[CH2:38][CH2:37][CH2:36][CH2:35]1. The catalyst is CN(C=O)C. The product is [CH:34]1([CH2:39][CH2:40][C:41]([N:15]2[CH2:16][CH2:17][N:12]([C:11]3[C:6]4[CH:5]=[C:4]([CH2:2][CH3:3])[S:24][C:7]=4[N:8]=[C:9]([S:18][CH2:19][C:20]([O:22][CH3:23])=[O:21])[N:10]=3)[CH2:13][CH2:14]2)=[O:42])[CH2:38][CH2:37][CH2:36][CH2:35]1. The yield is 0.730. (3) The reactants are C([N:3]1[CH2:8][CH2:7][N:6]([C:9]2[C:18]3[C:13](=[CH:14][CH:15]=[CH:16][CH:17]=3)[CH:12]=[C:11]([C:19]3[CH:24]=[CH:23][C:22]([O:25][CH3:26])=[CH:21][CH:20]=3)[N:10]=2)[CH2:5][CH2:4]1)=O.[OH-].[Na+]. The catalyst is C(O)C. The product is [N:6]1([C:9]2[C:18]3[C:13](=[CH:14][CH:15]=[CH:16][CH:17]=3)[CH:12]=[C:11]([C:19]3[CH:24]=[CH:23][C:22]([O:25][CH3:26])=[CH:21][CH:20]=3)[N:10]=2)[CH2:7][CH2:8][NH:3][CH2:4][CH2:5]1. The yield is 0.630. (4) The reactants are [Si]([O:18][CH:19]1[CH2:22][N:21]([C:23]2[S:24][CH:25]=[C:26]([C:28](=[O:54])[NH:29][C@H:30]([CH2:35][O:36][Si](C(C)(C)C)(C3C=CC=CC=3)C3C=CC=CC=3)[CH2:31][CH:32]([CH3:34])[CH3:33])[N:27]=2)[CH2:20]1)(C(C)(C)C)(C1C=CC=CC=1)C1C=CC=CC=1.[F-].C([N+](CCCC)(CCCC)CCCC)CCC. The catalyst is O1CCCC1. The product is [OH:18][CH:19]1[CH2:22][N:21]([C:23]2[S:24][CH:25]=[C:26]([C:28](=[O:54])[NH:29][C@H:30]([CH2:35][OH:36])[CH2:31][CH:32]([CH3:34])[CH3:33])[N:27]=2)[CH2:20]1. The yield is 0.740. (5) The reactants are [F:1][C:2]1[C:8]([O:9][CH3:10])=[CH:7][C:6]([O:11][CH3:12])=[C:5]([F:13])[C:3]=1N.N([O-])=O.[Na+].[I-:18].[K+]. The catalyst is Cl.O. The product is [F:1][C:2]1[C:3]([I:18])=[C:5]([F:13])[C:6]([O:11][CH3:12])=[CH:7][C:8]=1[O:9][CH3:10]. The yield is 0.640.